From a dataset of Forward reaction prediction with 1.9M reactions from USPTO patents (1976-2016). Predict the product of the given reaction. (1) Given the reactants [C:1](Cl)(=O)C(Cl)=O.ClCCl.[CH3:10][O:11][C:12](=[O:22])[CH2:13][CH2:14][CH2:15][CH2:16][CH2:17][CH2:18][CH2:19][CH2:20][OH:21].[Cl-].[NH4+], predict the reaction product. The product is: [CH3:10][O:11][C:12](=[O:22])[CH2:13][CH2:14][CH2:15][CH2:16][CH2:17][CH2:18][CH:19]([CH:20]=[O:21])[CH3:1]. (2) Given the reactants [CH2:1]([O:3][C:4]([C:6]1([C:9]2[CH:14]=[CH:13][C:12]([C:15]3[CH:20]=[CH:19][C:18]([C:21]4[O:25][N:24]=[C:23]([CH3:26])[C:22]=4[CH2:27][CH2:28][C:29](O)=[O:30])=[CH:17][CH:16]=3)=[CH:11][CH:10]=2)[CH2:8][CH2:7]1)=[O:5])[CH3:2].[CH:32]1([NH2:35])[CH2:34][CH2:33]1, predict the reaction product. The product is: [CH2:1]([O:3][C:4]([C:6]1([C:9]2[CH:10]=[CH:11][C:12]([C:15]3[CH:16]=[CH:17][C:18]([C:21]4[O:25][N:24]=[C:23]([CH3:26])[C:22]=4[CH2:27][CH2:28][C:29](=[O:30])[NH:35][CH:32]4[CH2:34][CH2:33]4)=[CH:19][CH:20]=3)=[CH:13][CH:14]=2)[CH2:8][CH2:7]1)=[O:5])[CH3:2]. (3) Given the reactants CCN(C(C)C)C(C)C.[Cl:10][C:11]1[CH:12]=[C:13]([NH2:18])[C:14]([NH2:17])=[N:15][CH:16]=1.[CH3:19][O:20][C:21](=[O:31])[C:22]1[CH:30]=[CH:29][C:25]([C:26](O)=O)=[CH:24][CH:23]=1.CN(C(ON1N=NC2C=CC=CC1=2)=[N+](C)C)C.F[P-](F)(F)(F)(F)F, predict the reaction product. The product is: [Cl:10][C:11]1[CH:12]=[C:13]2[N:18]=[C:26]([C:25]3[CH:29]=[CH:30][C:22]([C:21]([O:20][CH3:19])=[O:31])=[CH:23][CH:24]=3)[NH:17][C:14]2=[N:15][CH:16]=1. (4) Given the reactants [OH-].[Na+].[NH2:3][C:4]1[CH:5]=[CH:6][CH:7]=[C:8]2[C:13]=1[N:12]=[CH:11][N:10]=[C:9]2NNS(C1C=CC(C)=CC=1)(=O)=O, predict the reaction product. The product is: [N:12]1[C:13]2[C:8](=[CH:7][CH:6]=[CH:5][C:4]=2[NH2:3])[CH:9]=[N:10][CH:11]=1. (5) Given the reactants [NH:1]1[C:9]2[C:4](=[CH:5][CH:6]=[CH:7][N:8]=2)[CH:3]=[CH:2]1.C1C=C(Cl)C=C(C(OO)=[O:18])C=1, predict the reaction product. The product is: [NH+:1]1([O-:18])[C:9]2=[N:8][CH:7]=[CH:6][CH:5]=[C:4]2[CH:3]=[CH:2]1. (6) Given the reactants C[O:2][C:3]([C@@H:5]1[CH2:9][C:8]([F:11])([F:10])[CH2:7][N:6]1[C:12]([O:14][C:15]([CH3:18])([CH3:17])[CH3:16])=[O:13])=[O:4].O.[OH-].[Li+], predict the reaction product. The product is: [C:15]([O:14][C:12]([N:6]1[CH2:7][C:8]([F:10])([F:11])[CH2:9][C@H:5]1[C:3]([OH:4])=[O:2])=[O:13])([CH3:18])([CH3:16])[CH3:17]. (7) Given the reactants O.[OH-].[Li+].C[O:5][C:6]([C:8]1[N:12]=[C:11]([C:13]2[CH:18]=[N:17][CH:16]=[CH:15][N:14]=2)[N:10]([C:19]2[CH:20]=[N:21][C:22]([O:25][CH3:26])=[CH:23][CH:24]=2)[N:9]=1)=[O:7].Cl, predict the reaction product. The product is: [CH3:26][O:25][C:22]1[N:21]=[CH:20][C:19]([N:10]2[C:11]([C:13]3[CH:18]=[N:17][CH:16]=[CH:15][N:14]=3)=[N:12][C:8]([C:6]([OH:7])=[O:5])=[N:9]2)=[CH:24][CH:23]=1. (8) Given the reactants [NH2:1][C:2]1[CH:26]=[CH:25][CH:24]=[CH:23][C:3]=1[C:4]([NH:6][C:7]1[CH:15]=[C:14]2[C:10]([CH:11]=[N:12][N:13]2C(OC(C)(C)C)=O)=[CH:9][CH:8]=1)=[O:5].[C:27]([C:31]1[CH:32]=[C:33]2[C:38](=O)[O:37][C:35](=[O:36])[C:34]2=[CH:40][CH:41]=1)([CH3:30])([CH3:29])[CH3:28], predict the reaction product. The product is: [NH:13]1[C:14]2[C:10](=[CH:9][CH:8]=[C:7]([NH:6][C:4](=[O:5])[C:3]3[CH:23]=[CH:24][CH:25]=[CH:26][C:2]=3[N:1]3[C:38](=[O:37])[C:33]4[C:34](=[CH:40][CH:41]=[C:31]([C:27]([CH3:29])([CH3:28])[CH3:30])[CH:32]=4)[C:35]3=[O:36])[CH:15]=2)[CH:11]=[N:12]1. (9) Given the reactants [N:1]1([C:7]([Cl:9])=[O:8])[CH2:6][CH2:5][O:4][CH2:3][CH2:2]1.[NH2:10][CH2:11][CH2:12][O:13][C:14]1[CH:23]=[CH:22][C:21]2[N:20]=[C:19]([NH2:24])[C:18]3[N:25]=[C:26]([CH2:31][O:32][CH2:33][CH3:34])[N:27]([CH2:28][CH2:29][CH3:30])[C:17]=3[C:16]=2[CH:15]=1.C(N(CC)CC)C.[OH-].[Na+], predict the reaction product. The product is: [ClH:9].[NH2:24][C:19]1[C:18]2[N:25]=[C:26]([CH2:31][O:32][CH2:33][CH3:34])[N:27]([CH2:28][CH2:29][CH3:30])[C:17]=2[C:16]2[CH:15]=[C:14]([O:13][CH2:12][CH2:11][NH:10][C:7]([N:1]3[CH2:6][CH2:5][O:4][CH2:3][CH2:2]3)=[O:8])[CH:23]=[CH:22][C:21]=2[N:20]=1.